This data is from Forward reaction prediction with 1.9M reactions from USPTO patents (1976-2016). The task is: Predict the product of the given reaction. (1) Given the reactants [C:1]([O:5][C:6]([N:8]1[CH2:12][C@H:11]([F:13])[C@@H:10]([O:14][CH3:15])[C@H:9]1[C:16]([OH:18])=O)=[O:7])([CH3:4])([CH3:3])[CH3:2].C(OC(N1C[C@@H](OC)[C@H](F)[C@H]1C(O)=O)=O)(C)(C)C.[CH3:37][C:38]1([CH3:45])[CH2:43][CH2:42][CH2:41][CH:40]([NH2:44])[CH2:39]1.CN(C(ON1N=NC2C=CC=CC1=2)=[N+](C)C)C.F[P-](F)(F)(F)(F)F.CCN(C(C)C)C(C)C, predict the reaction product. The product is: [C:1]([O:5][C:6]([N:8]1[CH2:12][C@H:11]([F:13])[C@@H:10]([O:14][CH3:15])[C@H:9]1[C:16](=[O:18])[NH:44][CH:40]1[CH2:41][CH2:42][CH2:43][C:38]([CH3:45])([CH3:37])[CH2:39]1)=[O:7])([CH3:2])([CH3:3])[CH3:4]. (2) Given the reactants [OH:1][C:2]1[CH:6]=[C:5]([C:7]([F:10])([F:9])[F:8])[S:4][C:3]=1[C:11]([O:13]C)=[O:12].CO.[OH-].[Na+], predict the reaction product. The product is: [OH:1][C:2]1[CH:6]=[C:5]([C:7]([F:10])([F:8])[F:9])[S:4][C:3]=1[C:11]([OH:13])=[O:12]. (3) Given the reactants [C:1]([C:5]1[O:9][N:8]=[C:7]([C:10]2[CH:15]=[C:14](Cl)[C:13]([CH:17]3[CH2:19][CH2:18]3)=[CH:12][N:11]=2)[N:6]=1)([CH3:4])([CH3:3])[CH3:2].[CH2:20]([O:22][CH2:23][CH2:24][OH:25])[CH3:21], predict the reaction product. The product is: [C:1]([C:5]1[O:9][N:8]=[C:7]([C:10]2[CH:15]=[C:14]([O:25][CH2:24][CH2:23][O:22][CH2:20][CH3:21])[C:13]([CH:17]3[CH2:19][CH2:18]3)=[CH:12][N:11]=2)[N:6]=1)([CH3:4])([CH3:3])[CH3:2]. (4) The product is: [C:37]([NH:36][C:27]1[CH:28]=[CH:29][C:30]([S:31]([CH2:34][CH3:35])(=[O:33])=[O:32])=[C:25]([CH:26]=1)[CH2:24][NH:23][C:11](=[O:13])[CH:10]([NH:9][C:6]1[CH:7]=[N:8][C:3]([C:1]#[N:2])=[CH:4][CH:5]=1)[C:14]1[CH:19]=[CH:18][CH:17]=[C:16]([O:20][CH2:21][CH3:22])[CH:15]=1)(=[O:39])[CH3:38]. Given the reactants [C:1]([C:3]1[N:8]=[CH:7][C:6]([NH:9][CH:10]([C:14]2[CH:19]=[CH:18][CH:17]=[C:16]([O:20][CH2:21][CH3:22])[CH:15]=2)[C:11]([OH:13])=O)=[CH:5][CH:4]=1)#[N:2].[NH2:23][CH2:24][C:25]1[CH:26]=[C:27]([NH:36][C:37](=[O:39])[CH3:38])[CH:28]=[CH:29][C:30]=1[S:31]([CH2:34][CH3:35])(=[O:33])=[O:32], predict the reaction product. (5) Given the reactants [CH2:1]([CH:8]1[NH:13][CH2:12][CH2:11][N:10]([C:14]2[CH:22]=[C:21]3[C:17]([C:18]([CH2:27][CH3:28])=[N:19][N:20]3[CH:23]3[CH2:26][CH2:25][CH2:24]3)=[CH:16][CH:15]=2)[CH2:9]1)[C:2]1[CH:7]=[CH:6][CH:5]=[CH:4][CH:3]=1.C[O:30][C:31](=O)[CH2:32][C:33]1[CH:34]=[N:35][NH:36][CH:37]=1, predict the reaction product. The product is: [CH2:1]([C@H:8]1[CH2:9][N:10]([C:14]2[CH:22]=[C:21]3[C:17]([C:18]([CH2:27][CH3:28])=[N:19][N:20]3[CH:23]3[CH2:24][CH2:25][CH2:26]3)=[CH:16][CH:15]=2)[CH2:11][CH2:12][N:13]1[C:31](=[O:30])[CH2:32][C:33]1[CH:34]=[N:35][NH:36][CH:37]=1)[C:2]1[CH:3]=[CH:4][CH:5]=[CH:6][CH:7]=1.